Dataset: Forward reaction prediction with 1.9M reactions from USPTO patents (1976-2016). Task: Predict the product of the given reaction. (1) Given the reactants Cl.O1CCOCC1.C(OC([N:15]1[C:19]2=[C:20]([NH:35][S:36]([CH:39]3[CH2:42][CH:41]([O:43][CH2:44][C:45]4[CH:50]=[CH:49][CH:48]=[CH:47][CH:46]=4)[CH2:40]3)(=[O:38])=[O:37])[C:21]([NH:26][C:27]3[CH:32]=[CH:31][C:30]([I:33])=[CH:29][C:28]=3[F:34])=[C:22]([CH3:25])[C:23](=[O:24])[N:18]2[CH2:17][CH2:16]1)=O)(C)(C)C.CO, predict the reaction product. The product is: [F:34][C:28]1[CH:29]=[C:30]([I:33])[CH:31]=[CH:32][C:27]=1[NH:26][C:21]1[C:20]([NH:35][S:36]([CH:39]2[CH2:42][CH:41]([O:43][CH2:44][C:45]3[CH:46]=[CH:47][CH:48]=[CH:49][CH:50]=3)[CH2:40]2)(=[O:38])=[O:37])=[C:19]2[NH:15][CH2:16][CH2:17][N:18]2[C:23](=[O:24])[C:22]=1[CH3:25]. (2) Given the reactants [C:1]([C:3]1[CH:8]=[CH:7][CH:6]=[CH:5][N:4]=1)#[CH:2].[CH3:9][CH:10]1[CH2:15][CH2:14][C:13](=O)[CH2:12][CH2:11]1, predict the reaction product. The product is: [CH3:9][CH:10]1[CH2:15][CH2:14][C:13]([C:2]#[C:1][C:3]2[CH:8]=[CH:7][CH:6]=[CH:5][N:4]=2)=[CH:12][CH2:11]1. (3) Given the reactants [CH2:1]([N:5]1[C:10]2=[N:11][N:12]([CH2:20][C:21]3[C:30]4[C:25](=[CH:26][CH:27]=[CH:28][CH:29]=4)[CH:24]=[CH:23][CH:22]=3)[C:13]([C:14]3[CH:19]=[CH:18][N:17]=[CH:16][CH:15]=3)=[C:9]2[C:8](=[O:31])[NH:7][C:6]1=[O:32])[CH:2]([CH3:4])[CH3:3].Cl.Cl[CH2:35][C:36]1[CH:41]=[CH:40][N:39]=[CH:38][CH:37]=1.C1CCN2C(=NCCC2)CC1, predict the reaction product. The product is: [CH2:1]([N:5]1[C:10]2=[N:11][N:12]([CH2:20][C:21]3[C:30]4[C:25](=[CH:26][CH:27]=[CH:28][CH:29]=4)[CH:24]=[CH:23][CH:22]=3)[C:13]([C:14]3[CH:15]=[CH:16][N:17]=[CH:18][CH:19]=3)=[C:9]2[C:8](=[O:31])[N:7]([CH2:35][C:36]2[CH:41]=[CH:40][N:39]=[CH:38][CH:37]=2)[C:6]1=[O:32])[CH:2]([CH3:4])[CH3:3]. (4) Given the reactants [C:1]([O:7][CH2:8][CH3:9])(=[O:6])[CH2:2][C:3]([CH3:5])=O.[F:10][C:11]1[C:18]([F:19])=[CH:17][CH:16]=[CH:15][C:12]=1[CH:13]=O.[NH4+:20].[OH-:21], predict the reaction product. The product is: [F:10][C:11]1[C:18]([F:19])=[CH:17][CH:16]=[CH:15][C:12]=1[CH:13]1[C:2]([C:1]([O:7][CH2:8][CH3:9])=[O:6])=[C:3]([CH3:5])[NH:20][C:3]([CH3:5])=[C:2]1[C:1]([O:7][CH2:8][CH3:9])=[O:21]. (5) Given the reactants [Cl:1][C:2]1[C:3]([C:28](OCC)=[O:29])=[N:4][N:5]([CH2:7][C@H:8]2[CH2:13][CH2:12][C@H:11]([NH:14][C:15](=[O:27])[C:16]3[CH:21]=[C:20]([C:22]([F:25])([F:24])[F:23])[CH:19]=[CH:18][C:17]=3[Cl:26])[CH2:10][CH2:9]2)[CH:6]=1.[H-].[H-].[H-].[H-].[Li+].[Al+3], predict the reaction product. The product is: [Cl:26][C:17]1[CH:18]=[CH:19][C:20]([C:22]([F:23])([F:25])[F:24])=[CH:21][C:16]=1[C:15]([NH:14][C@H:11]1[CH2:12][CH2:13][C@H:8]([CH2:7][N:5]2[CH:6]=[C:2]([Cl:1])[C:3]([CH2:28][OH:29])=[N:4]2)[CH2:9][CH2:10]1)=[O:27]. (6) Given the reactants [C:1]([O:5][C:6](=[O:21])[NH:7][C@H:8]([C@@H:15]1[CH2:19][CH2:18][C:17](=[O:20])[O:16]1)[CH2:9][C@H:10]([CH3:14])[CH2:11][CH:12]=[CH2:13])([CH3:4])([CH3:3])[CH3:2].[C:22](OC(=O)N[C@@H]([C@H]1CCC(=O)O1)C[C@H](C)CC=C)(C)(C)C.CN1C(=O)N(C)CCC1.[Li+].C[Si]([N-][Si](C)(C)C)(C)C.CI, predict the reaction product. The product is: [C:1]([O:5][C:6](=[O:21])[NH:7][C@@H:8]([CH:15]1[CH2:19][CH:18]([CH3:22])[C:17](=[O:20])[O:16]1)[CH2:9][CH:10]([CH3:14])[CH2:11][CH:12]=[CH2:13])([CH3:2])([CH3:3])[CH3:4]. (7) Given the reactants CCN(CC)CC.[CH2:8]1[CH:12]2[CH2:13][NH:14][CH2:15][CH:11]2[CH2:10][N:9]1[C:16]([O:18][C:19]([CH3:22])([CH3:21])[CH3:20])=[O:17].[C:23](Cl)(=[O:30])[C:24]1[CH:29]=[CH:28][CH:27]=[CH:26][CH:25]=1, predict the reaction product. The product is: [C:23]([N:14]1[CH2:13][CH:12]2[CH2:8][N:9]([C:16]([O:18][C:19]([CH3:22])([CH3:21])[CH3:20])=[O:17])[CH2:10][CH:11]2[CH2:15]1)(=[O:30])[C:24]1[CH:29]=[CH:28][CH:27]=[CH:26][CH:25]=1.